Task: Predict the reaction yield, written as a fraction of the theoretical maximum amount of product (1.0 means a 100% yield; for example, 0.34 means a 34% yield).. Dataset: Reaction yield outcomes from USPTO patents with 853,638 reactions (1) The reactants are Cl[C:2]1[C:7]2[CH2:8][N:9]([CH:12]([C:14]3[CH:15]=[N:16][C:17]([N:21]4[CH:25]=[CH:24][CH:23]=[N:22]4)=[C:18]([CH3:20])[CH:19]=3)[CH3:13])[C:10](=[O:11])[C:6]=2[CH:5]=[CH:4][N:3]=1.[CH:26]([O:28][C:29]1[CH:34]=[CH:33][CH:32]=[CH:31][CH:30]=1)=[O:27]. No catalyst specified. The product is [CH3:20][C:18]1[CH:19]=[C:14]([CH:12]([N:9]2[C:10](=[O:11])[C:6]3[CH:5]=[CH:4][N:3]=[C:2]([C:26]([O:28][C:29]4[CH:34]=[CH:33][CH:32]=[CH:31][CH:30]=4)=[O:27])[C:7]=3[CH2:8]2)[CH3:13])[CH:15]=[N:16][C:17]=1[N:21]1[CH:25]=[CH:24][CH:23]=[N:22]1. The yield is 0.560. (2) The reactants are [Cl:1][C:2]1[CH:3]=[CH:4][C:5]2[N:6]([C:8]([CH2:14]O)=[C:9]([CH:11]3[CH2:13][CH2:12]3)[N:10]=2)[N:7]=1.[F:16][C:17]([F:25])=[CH:18][CH:19]1[CH2:23][NH:22][C:21](=[O:24])[CH2:20]1. The catalyst is C1(C)C=CC=CC=1. The product is [Cl:1][C:2]1[CH:3]=[CH:4][C:5]2[N:6]([C:8]([CH2:14][N:22]3[CH2:23][CH:19]([CH:18]=[C:17]([F:25])[F:16])[CH2:20][C:21]3=[O:24])=[C:9]([CH:11]3[CH2:12][CH2:13]3)[N:10]=2)[N:7]=1. The yield is 0.280. (3) The reactants are [CH3:1][C:2]1[CH:7]=[CH:6][C:5]([CH3:8])=[CH:4][C:3]=1[O:9][CH3:10].[Br:11]Br. The catalyst is C(Cl)(Cl)Cl.C(Cl)(Cl)(Cl)Cl. The product is [Br:11][C:6]1[C:5]([CH3:8])=[CH:4][C:3]([O:9][CH3:10])=[C:2]([CH3:1])[CH:7]=1. The yield is 0.890. (4) The reactants are O1[C:5]2([CH2:10][CH2:9][CH:8]([O:11][C:12]3[CH:16]=[C:15]([C:17]4[CH:22]=[CH:21][C:20]([Cl:23])=[CH:19][CH:18]=4)[N:14]([C:24]4[CH:29]=[CH:28][CH:27]=[CH:26][C:25]=4[O:30][CH3:31])[N:13]=3)[CH2:7][CH2:6]2)[O:4]CC1. The catalyst is CC(C)=O.Cl.CCOC(C)=O. The product is [Cl:23][C:20]1[CH:21]=[CH:22][C:17]([C:15]2[N:14]([C:24]3[CH:29]=[CH:28][CH:27]=[CH:26][C:25]=3[O:30][CH3:31])[N:13]=[C:12]([O:11][CH:8]3[CH2:9][CH2:10][C:5](=[O:4])[CH2:6][CH2:7]3)[CH:16]=2)=[CH:18][CH:19]=1. The yield is 0.630. (5) The reactants are [AlH4-].[Li+].C[C:4]1[CH:12]=[CH:11][C:7]([C:8](O)=[O:9])=[CH:6][C:5]=1[B:13]1[O:17][C:16]([CH3:19])([CH3:18])[C:15]([CH3:21])([CH3:20])[O:14]1. The catalyst is O1CCCC1. The product is [CH3:18][C:16]1([CH3:19])[C:15]([CH3:20])([CH3:21])[O:14][B:13]([C:5]2[CH:6]=[C:7]([CH2:8][OH:9])[CH:11]=[CH:12][CH:4]=2)[O:17]1. The yield is 0.610.